Dataset: Catalyst prediction with 721,799 reactions and 888 catalyst types from USPTO. Task: Predict which catalyst facilitates the given reaction. (1) Reactant: [F:1][C:2]1[CH:39]=[C:38]([CH3:40])[CH:37]=[CH:36][C:3]=1[O:4][C:5]1[C:14]2[C:13](=[O:15])[N:12]([CH2:16][C:17]3[CH:22]=[CH:21][C:20]([O:23][CH3:24])=[CH:19][CH:18]=3)C(=O)[N:10]([C:26]3[CH:31]=[CH:30][C:29]([I:32])=[CH:28][C:27]=3[F:33])[C:9]=2[N:8]([CH3:34])[C:7](=[O:35])[CH:6]=1.[OH-].[Li+].C(OCC)(=O)C. Product: [F:1][C:2]1[CH:39]=[C:38]([CH3:40])[CH:37]=[CH:36][C:3]=1[O:4][C:5]1[C:14]([C:13]([NH:12][CH2:16][C:17]2[CH:22]=[CH:21][C:20]([O:23][CH3:24])=[CH:19][CH:18]=2)=[O:15])=[C:9]([NH:10][C:26]2[CH:31]=[CH:30][C:29]([I:32])=[CH:28][C:27]=2[F:33])[N:8]([CH3:34])[C:7](=[O:35])[CH:6]=1. The catalyst class is: 30. (2) Reactant: [I-].C[N+:3](C)(C)N.[Cl:7][C:8]1[CH:9]=[CH:10][C:11]([N+:17]([O-:19])=[O:18])=[C:12]([CH:16]=1)[C:13]([OH:15])=[O:14].CCC([O-])(C)C.[Na+]. Product: [NH2:3][C:10]1[C:11]([N+:17]([O-:19])=[O:18])=[C:12]([CH:16]=[C:8]([Cl:7])[CH:9]=1)[C:13]([OH:15])=[O:14]. The catalyst class is: 16. (3) Reactant: [OH:1][C:2]1[CH:29]=[CH:28][CH:27]=[CH:26][C:3]=1[CH2:4][CH2:5][N:6]([CH2:15][C:16]1[CH:25]=[CH:24][C:19]([C:20]([O:22][CH3:23])=[O:21])=[CH:18][CH:17]=1)[CH2:7][CH2:8][CH2:9][CH2:10][C:11]([O:13][CH3:14])=[O:12].Cl[CH2:31][C:32]1[CH:37]=[CH:36][C:35]([CH:38]=[CH:39][C:40]2[CH:45]=[CH:44][CH:43]=[CH:42][CH:41]=2)=[CH:34][CH:33]=1.C(=O)([O-])[O-].[K+].[K+]. Product: [CH3:14][O:13][C:11](=[O:12])[CH2:10][CH2:9][CH2:8][CH2:7][N:6]([CH2:15][C:16]1[CH:17]=[CH:18][C:19]([C:20]([O:22][CH3:23])=[O:21])=[CH:24][CH:25]=1)[CH2:5][CH2:4][C:3]1[CH:26]=[CH:27][CH:28]=[CH:29][C:2]=1[O:1][CH2:31][C:32]1[CH:37]=[CH:36][C:35](/[CH:38]=[CH:39]/[C:40]2[CH:45]=[CH:44][CH:43]=[CH:42][CH:41]=2)=[CH:34][CH:33]=1. The catalyst class is: 10. (4) Reactant: [Al+3].[Cl-].[Cl-].[Cl-].[C:5](Cl)(=[O:10])[CH2:6][CH:7]([CH3:9])[CH3:8].C[Si]([C:16]#[C:17][CH2:18][CH2:19][CH2:20][CH3:21])(C)C. Product: [CH3:8][CH:7]([CH2:6][C:5](=[O:10])[C:16]#[C:17][CH2:18][CH2:19][CH2:20][CH3:21])[CH3:9]. The catalyst class is: 53. (5) Reactant: C(C1ON=C([NH:10][C:11]([NH:13][C:14]2[CH:19]=[CH:18][CH:17]=[C:16]([S:20][C:21]3[C:30]4[C:25](=[CH:26][C:27]([O:33][CH2:34][CH2:35]Cl)=[C:28]([O:31][CH3:32])[CH:29]=4)[N:24]=[CH:23][N:22]=3)[CH:15]=2)=[O:12])C=1)(C)(C)C.[CH3:37][S:38]([N:41]1[CH2:46][CH2:45][NH:44][CH2:43][CH2:42]1)(=[O:40])=[O:39].C(N(C(C)C)CC)(C)C. Product: [CH3:32][O:31][C:28]1[CH:29]=[C:30]2[C:25](=[CH:26][C:27]=1[O:33][CH2:34][CH2:35][N:44]1[CH2:45][CH2:46][N:41]([S:38]([CH3:37])(=[O:40])=[O:39])[CH2:42][CH2:43]1)[N:24]=[CH:23][N:22]=[C:21]2[S:20][C:16]1[CH:15]=[C:14]([NH:13][C:11](=[O:12])[NH2:10])[CH:19]=[CH:18][CH:17]=1. The catalyst class is: 589.